From a dataset of Reaction yield outcomes from USPTO patents with 853,638 reactions. Predict the reaction yield, written as a fraction of the theoretical maximum amount of product (1.0 means a 100% yield; for example, 0.34 means a 34% yield). The reactants are [CH2:1]([O:4][C:5]([N:7]1[CH2:12][CH:11]=[C:10]([C:13]2[C:14]([C:25]3[CH:30]=[CH:29][N:28]=[C:27](F)[CH:26]=3)=[C:15]([C:18]3[CH:23]=[CH:22][C:21]([F:24])=[CH:20][CH:19]=3)[NH:16][CH:17]=2)[CH2:9][CH2:8]1)=[O:6])[CH:2]=[CH2:3].[C:32]1([C@@H:38]([NH2:40])[CH3:39])[CH:37]=[CH:36][CH:35]=[CH:34][CH:33]=1.Cl.C(=O)([O-])O.[Na+]. No catalyst specified. The product is [CH2:1]([O:4][C:5]([N:7]1[CH2:12][CH:11]=[C:10]([C:13]2[C:14]([C:25]3[CH:30]=[CH:29][N:28]=[C:27]([NH:40][C@H:38]([C:32]4[CH:37]=[CH:36][CH:35]=[CH:34][CH:33]=4)[CH3:39])[CH:26]=3)=[C:15]([C:18]3[CH:23]=[CH:22][C:21]([F:24])=[CH:20][CH:19]=3)[NH:16][CH:17]=2)[CH2:9][CH2:8]1)=[O:6])[CH:2]=[CH2:3]. The yield is 0.490.